This data is from Catalyst prediction with 721,799 reactions and 888 catalyst types from USPTO. The task is: Predict which catalyst facilitates the given reaction. (1) Reactant: Cl[CH2:2][CH2:3][C:4]([C:6]1[CH:11]=[CH:10][C:9]([OH:12])=[CH:8][C:7]=1[OH:13])=[O:5].Cl. The catalyst class is: 74. Product: [OH:12][C:9]1[CH:8]=[C:7]2[C:6]([C:4](=[O:5])[CH2:3][CH2:2][O:13]2)=[CH:11][CH:10]=1. (2) Reactant: [OH:1][CH2:2][CH2:3][CH2:4][O:5][C:6](=[O:9])[CH:7]=[CH2:8].[CH3:10][O:11][C:12](=[O:16])[C:13]([CH3:15])=[CH2:14].CC(N=NC(C#N)(C)C)(C#N)C. Product: [OH:1][CH2:2][CH2:3][CH2:4][O:5][C:6](=[O:9])[CH:7]=[CH2:8].[CH3:10][O:11][C:12](=[O:16])[C:13]([CH3:15])=[CH2:14]. The catalyst class is: 1.